This data is from Peptide-MHC class I binding affinity with 185,985 pairs from IEDB/IMGT. The task is: Regression. Given a peptide amino acid sequence and an MHC pseudo amino acid sequence, predict their binding affinity value. This is MHC class I binding data. (1) The peptide sequence is VSRDFDDVY. The MHC is HLA-A02:06 with pseudo-sequence HLA-A02:06. The binding affinity (normalized) is 0.0847. (2) The peptide sequence is YTVEFDRDKV. The MHC is HLA-A68:02 with pseudo-sequence HLA-A68:02. The binding affinity (normalized) is 0.860. (3) The peptide sequence is KPKHLYVSM. The MHC is HLA-A01:01 with pseudo-sequence HLA-A01:01. The binding affinity (normalized) is 0.0847. (4) The binding affinity (normalized) is 0. The peptide sequence is VWAPLILAYFPVF. The MHC is HLA-A68:01 with pseudo-sequence HLA-A68:01. (5) The peptide sequence is ILKGKFQTA. The MHC is HLA-A03:01 with pseudo-sequence HLA-A03:01. The binding affinity (normalized) is 0.0847.